This data is from Catalyst prediction with 721,799 reactions and 888 catalyst types from USPTO. The task is: Predict which catalyst facilitates the given reaction. Reactant: [CH2:1]([O:3][C:4](=[O:25])[CH:5]=[C:6]([NH:13][C:14]1[CH:19]=[CH:18][C:17]([N:20]([CH2:23][CH3:24])[CH2:21][CH3:22])=[CH:16][CH:15]=1)[CH2:7][C:8]([O:10][CH2:11][CH3:12])=[O:9])[CH3:2].[C:26]1(=O)[CH:31]=[CH:30][C:29](=[O:32])[CH:28]=[CH:27]1. Product: [CH2:1]([O:3][C:4]([C:5]1[C:31]2[C:26](=[CH:27][CH:28]=[C:29]([OH:32])[CH:30]=2)[N:13]([C:14]2[CH:19]=[CH:18][C:17]([N:20]([CH2:21][CH3:22])[CH2:23][CH3:24])=[CH:16][CH:15]=2)[C:6]=1[CH2:7][C:8]([O:10][CH2:11][CH3:12])=[O:9])=[O:25])[CH3:2]. The catalyst class is: 23.